Task: Predict which catalyst facilitates the given reaction.. Dataset: Catalyst prediction with 721,799 reactions and 888 catalyst types from USPTO (1) Reactant: [CH3:1][O:2][C:3]1[CH:4]=[C:5]2[C:10](=[CH:11][CH:12]=1)[CH:9]=[C:8]([CH2:13][N:14]1[CH:19]=[CH:18][CH:17]=[C:16]([C:20]([O:22]CC)=[O:21])[C:15]1=[O:25])[CH:7]=[CH:6]2.[OH-].[Na+]. Product: [CH3:1][O:2][C:3]1[CH:4]=[C:5]2[C:10](=[CH:11][CH:12]=1)[CH:9]=[C:8]([CH2:13][N:14]1[CH:19]=[CH:18][CH:17]=[C:16]([C:20]([OH:22])=[O:21])[C:15]1=[O:25])[CH:7]=[CH:6]2. The catalyst class is: 5. (2) Reactant: [Cl:1][C:2]1[CH:18]=[CH:17][CH:16]=[CH:15][C:3]=1[CH2:4][O:5][C:6]1[CH:14]=[CH:13][CH:12]=[C:11]2[C:7]=1[CH:8]=[CH:9][NH:10]2.[NH2:19][C:20]1[N:25]=[C:24](Cl)[CH:23]=[CH:22][N:21]=1.C(=O)([O-])[O-].[Cs+].[Cs+].O. Product: [Cl:1][C:2]1[CH:18]=[CH:17][CH:16]=[CH:15][C:3]=1[CH2:4][O:5][C:6]1[CH:14]=[CH:13][CH:12]=[C:11]2[C:7]=1[CH:8]=[CH:9][N:10]2[C:22]1[CH:23]=[CH:24][N:25]=[C:20]([NH2:19])[N:21]=1. The catalyst class is: 60. (3) Reactant: [Cl:1][C:2]1[N:7]=[CH:6][C:5]([S:8]([NH:11][C:12]2[C:21](Cl)=[N:20][C:19]3[C:14](=[CH:15][CH:16]=[CH:17][CH:18]=3)[N:13]=2)(=[O:10])=[O:9])=[CH:4][CH:3]=1.[CH3:23][O:24][C:25]1[CH:26]=[C:27]([CH:29]=[C:30]([O:32][CH3:33])[CH:31]=1)[NH2:28].C1(C)C=CC=CC=1. Product: [Cl:1][C:2]1[N:7]=[CH:6][C:5]([S:8]([NH:11][C:12]2[C:21]([NH:28][C:27]3[CH:29]=[C:30]([O:32][CH3:33])[CH:31]=[C:25]([O:24][CH3:23])[CH:26]=3)=[N:20][C:19]3[C:14](=[CH:15][CH:16]=[CH:17][CH:18]=3)[N:13]=2)(=[O:10])=[O:9])=[CH:4][CH:3]=1. The catalyst class is: 28. (4) Reactant: Br[C:2]1[CH:3]=[C:4]([C:13]#[N:14])[C:5](=[CH:8][C:9]=1[N+:10]([O-:12])=[O:11])[C:6]#[N:7].[NH2:15][C:16]1[CH:21]=[CH:20][CH:19]=[CH:18][CH:17]=1.C(N(CC)C(C)C)(C)C. Product: [N+:10]([C:9]1[CH:8]=[C:5]([C:6]#[N:7])[C:4](=[CH:3][C:2]=1[NH:15][C:16]1[CH:21]=[CH:20][CH:19]=[CH:18][CH:17]=1)[C:13]#[N:14])([O-:12])=[O:11]. The catalyst class is: 1. (5) Reactant: C([O:3][C:4](=[O:36])[C:5]([CH3:35])([C:29]1[CH:34]=[CH:33][CH:32]=[CH:31][CH:30]=1)[CH2:6][CH2:7][CH2:8][CH2:9][C:10](=[O:28])[CH2:11][CH2:12][CH2:13][CH2:14][C:15]([CH3:27])([C:21]1[CH:26]=[CH:25][CH:24]=[CH:23][CH:22]=1)[C:16]([O:18]CC)=[O:17])C.[OH-].[K+]. Product: [O:28]=[C:10]([CH2:11][CH2:12][CH2:13][CH2:14][C:15]([CH3:27])([C:21]1[CH:22]=[CH:23][CH:24]=[CH:25][CH:26]=1)[C:16]([OH:18])=[O:17])[CH2:9][CH2:8][CH2:7][CH2:6][C:5]([CH3:35])([C:29]1[CH:30]=[CH:31][CH:32]=[CH:33][CH:34]=1)[C:4]([OH:36])=[O:3]. The catalyst class is: 40. (6) Reactant: [CH2:1]([C:12]1[NH:16][C:15]2[CH:17]=[CH:18][CH:19]=[CH:20][C:14]=2[N:13]=1)[CH2:2][C:3]1[NH:7][C:6]2[CH:8]=[CH:9][CH:10]=[CH:11][C:5]=2[N:4]=1.C(=O)([O-])[O-].[K+].[K+].[CH2:27](Cl)[C:28]1[CH:33]=[CH:32][CH:31]=[CH:30][CH:29]=1. Product: [CH2:2]([C:3]1[N:4]([CH2:27][C:28]2[CH:33]=[CH:32][CH:31]=[CH:30][CH:29]=2)[C:5]2[CH:11]=[CH:10][CH:9]=[CH:8][C:6]=2[N:7]=1)[CH2:1][C:12]1[N:13]([CH2:27][C:28]2[CH:33]=[CH:32][CH:31]=[CH:30][CH:29]=2)[C:14]2[CH:20]=[CH:19][CH:18]=[CH:17][C:15]=2[N:16]=1. The catalyst class is: 9. (7) Reactant: Cl[C:2]1[N:3]=[C:4]([N:22]2[CH2:27][CH2:26][O:25][CH2:24][CH2:23]2)[C:5]2[N:10]=[C:9]([CH2:11][N:12]3[CH2:17][CH2:16][N:15]([S:18]([CH3:21])(=[O:20])=[O:19])[CH2:14][CH2:13]3)[S:8][C:6]=2[N:7]=1.C(=O)([O-])[O-].[Na+].[Na+].[C:34](#[N:36])[CH3:35]. Product: [CH3:21][S:18]([N:15]1[CH2:16][CH2:17][N:12]([CH2:11][C:9]2[S:8][C:6]3[N:7]=[C:2]([C:35]4[CH:34]=[N:36][C:2]([NH2:7])=[N:3][CH:4]=4)[N:3]=[C:4]([N:22]4[CH2:27][CH2:26][O:25][CH2:24][CH2:23]4)[C:5]=3[N:10]=2)[CH2:13][CH2:14]1)(=[O:20])=[O:19]. The catalyst class is: 235.